From a dataset of Full USPTO retrosynthesis dataset with 1.9M reactions from patents (1976-2016). Predict the reactants needed to synthesize the given product. (1) Given the product [CH2:1]([C:3]1[CH:8]=[CH:7][C:6]([C@H:9]2[CH2:14][C@@H:13]([C:15]([F:18])([F:17])[F:16])[N:12]3[N:19]=[CH:20][C:21]([C:22]([NH:66][CH2:65][C:60]4[CH:61]=[CH:62][CH:63]=[CH:64][C:59]=4[F:58])=[O:23])=[C:11]3[NH:10]2)=[CH:5][CH:4]=1)[CH3:2], predict the reactants needed to synthesize it. The reactants are: [CH2:1]([C:3]1[CH:8]=[CH:7][C:6]([C@H:9]2[CH2:14][C@@H:13]([C:15]([F:18])([F:17])[F:16])[N:12]3[N:19]=[CH:20][C:21]([C:22](O)=[O:23])=[C:11]3[NH:10]2)=[CH:5][CH:4]=1)[CH3:2].CN(C(ON1N=NC2C=CC=NC1=2)=[N+](C)C)C.F[P-](F)(F)(F)(F)F.C(N(CC)C(C)C)(C)C.[F:58][C:59]1[CH:64]=[CH:63][CH:62]=[CH:61][C:60]=1[CH2:65][NH2:66]. (2) Given the product [CH2:1]([O:8][C:9]([N:11]1[CH2:12][CH2:13][CH:14]([NH:17][C:18]2[CH:23]=[CH:22][C:21]([N:24]3[CH2:28][C@H:27]([CH2:29][NH:30][C:33](=[O:35])[CH3:34])[O:26][C:25]3=[O:31])=[CH:20][C:19]=2[F:32])[CH2:15][CH2:16]1)=[O:10])[C:2]1[CH:3]=[CH:4][CH:5]=[CH:6][CH:7]=1, predict the reactants needed to synthesize it. The reactants are: [CH2:1]([O:8][C:9]([N:11]1[CH2:16][CH2:15][CH:14]([NH:17][C:18]2[CH:23]=[CH:22][C:21]([N:24]3[CH2:28][C@H:27]([CH2:29][NH2:30])[O:26][C:25]3=[O:31])=[CH:20][C:19]=2[F:32])[CH2:13][CH2:12]1)=[O:10])[C:2]1[CH:7]=[CH:6][CH:5]=[CH:4][CH:3]=1.[C:33](OC(=O)C)(=[O:35])[CH3:34]. (3) Given the product [OH:27][C:28]1[C:29]([C:37]2([CH2:5][OH:16])[C:45]3[C:40](=[CH:41][CH:42]=[CH:43][CH:44]=3)[N:39]([CH2:46][C:47]3[CH:56]=[CH:55][C:50]([C:51]([O:53][CH3:54])=[O:52])=[CH:49][CH:48]=3)[C:38]2=[O:57])=[CH:30][C:31]2[O:35][CH2:34][O:33][C:32]=2[CH:36]=1, predict the reactants needed to synthesize it. The reactants are: BrC1C=CC=C2C=1C(C1C(O)=CC3OCOC=3C=1)[C:5](=[O:16])N2CCCCC.[OH:27][C:28]1[C:29]([CH:37]2[C:45]3[C:40](=[CH:41][CH:42]=[CH:43][CH:44]=3)[N:39]([CH2:46][C:47]3[CH:56]=[CH:55][C:50]([C:51]([O:53][CH3:54])=[O:52])=[CH:49][CH:48]=3)[C:38]2=[O:57])=[CH:30][C:31]2[O:35][CH2:34][O:33][C:32]=2[CH:36]=1. (4) Given the product [CH2:44]([C@@H:13]([C@@H:14]([OH:43])[CH2:15][C@H:16]([CH2:17][C:18]1[CH:23]=[CH:22][C:21]([C:24]2[CH:29]=[CH:28][CH:27]=[CH:26][N:25]=2)=[CH:20][CH:19]=1)[NH:30][C:31](=[O:42])[C@H:32]([C:38]([CH3:41])([CH3:40])[CH3:39])[NH:33][C:34](=[O:35])[O:36][CH3:37])[NH:12][C:10](=[O:11])[C@@H:9]([NH:8][C:6](=[O:7])[O:5][CH3:1])[C:51]([CH3:54])([CH3:55])[CH2:52][OH:53])[C:45]1[CH:46]=[CH:47][CH:48]=[CH:49][CH:50]=1, predict the reactants needed to synthesize it. The reactants are: [C:1]([O:5][C:6]([NH:8][C@@H:9]([C:51]([CH3:55])([CH3:54])[CH2:52][OH:53])[C:10]([NH:12][C@@H:13]([CH2:44][C:45]1[CH:50]=[CH:49][CH:48]=[CH:47][CH:46]=1)[C@@H:14]([OH:43])[CH2:15][C@@H:16]([NH:30][C:31](=[O:42])[C@H:32]([C:38]([CH3:41])([CH3:40])[CH3:39])[NH:33][C:34]([O:36][CH3:37])=[O:35])[CH2:17][C:18]1[CH:23]=[CH:22][C:21]([C:24]2[CH:29]=[CH:28][CH:27]=[CH:26][N:25]=2)=[CH:20][CH:19]=1)=[O:11])=[O:7])(C)(C)C.FC(F)(F)C(O)=O.C(N(C(C)C)CC)(C)C.ClC(OC)=O. (5) Given the product [ClH:1].[NH2:9][C@@H:10]([C@@H:46]([CH3:49])[CH2:47][CH3:48])[C:11]([N:13]([C@@H:15]([CH:43]([CH3:45])[CH3:44])[CH2:16][C@H:17]([C:19]1[S:20][CH:21]=[C:22]([C:24]([NH:26][C@@H:27]([CH2:36][C:37]2[CH:38]=[CH:39][CH:40]=[CH:41][CH:42]=2)[CH2:28][C@H:29]([CH3:35])[C:30]([O:32][CH2:33][CH3:34])=[O:31])=[O:25])[N:23]=1)[OH:18])[CH3:14])=[O:12], predict the reactants needed to synthesize it. The reactants are: [ClH:1].C(OC([NH:9][C@@H:10]([C@@H:46]([CH3:49])[CH2:47][CH3:48])[C:11]([N:13]([C@@H:15]([CH:43]([CH3:45])[CH3:44])[CH2:16][C@H:17]([C:19]1[S:20][CH:21]=[C:22]([C:24]([NH:26][C@@H:27]([CH2:36][C:37]2[CH:42]=[CH:41][CH:40]=[CH:39][CH:38]=2)[CH2:28][C@H:29]([CH3:35])[C:30]([O:32][CH2:33][CH3:34])=[O:31])=[O:25])[N:23]=1)[OH:18])[CH3:14])=[O:12])=O)(C)(C)C. (6) Given the product [Cl:17][C:16]1[CH:15]=[N:14][C:13]2[NH:29][C:27]3[CH:26]=[N:25][CH:24]=[C:23]([CH:28]=3)[CH2:22][CH2:21][C:6]3[CH:7]=[C:8]([CH2:9][NH:10][C:11]=1[N:12]=2)[CH:19]=[CH:20][C:5]=3[NH2:4], predict the reactants needed to synthesize it. The reactants are: Cl.Cl.Cl.[NH2:4][C:5]1[CH:20]=[CH:19][C:8]([CH2:9][NH:10][C:11]2[C:16]([Cl:17])=[CH:15][N:14]=[C:13](Cl)[N:12]=2)=[CH:7][C:6]=1[CH2:21][CH2:22][C:23]1[CH:24]=[N:25][CH:26]=[C:27]([NH2:29])[CH:28]=1.C(N(CC)CC)C.C(=O)([O-])[O-].[Cs+].[Cs+]. (7) The reactants are: C(NC(C)C)(C)C.[Li]CCCC.[Cl:13][C:14]1[C:23]2[C:18](=[CH:19][CH:20]=[CH:21][C:22]=2[C:24]2[CH:29]=[CH:28][CH:27]=[CH:26][CH:25]=2)[CH:17]=[C:16]([Cl:30])[N:15]=1.[I:31]I. Given the product [Cl:13][C:14]1[C:23]2[C:18](=[CH:19][CH:20]=[CH:21][C:22]=2[C:24]2[CH:29]=[CH:28][CH:27]=[CH:26][CH:25]=2)[C:17]([I:31])=[C:16]([Cl:30])[N:15]=1, predict the reactants needed to synthesize it.